This data is from Reaction yield outcomes from USPTO patents with 853,638 reactions. The task is: Predict the reaction yield, written as a fraction of the theoretical maximum amount of product (1.0 means a 100% yield; for example, 0.34 means a 34% yield). (1) The reactants are [Cl:1][C:2]1[CH:7]=[CH:6][CH:5]=[C:4]([Cl:8])[C:3]=1[C:9]1[C:10]([OH:18])=[C:11]([S:16]C)[CH:12]=[C:13]([F:15])[CH:14]=1.C([O-])([O-])=O.[K+].[K+].[CH2:25]([O:27][C:28](=[O:37])[C:29](Br)(Br)[C:30]([O:32][CH2:33][CH3:34])=[O:31])[CH3:26]. No catalyst specified. The product is [CH2:25]([O:27][C:28]([C:29]1([C:30]([O:32][CH2:33][CH3:34])=[O:31])[S:16][C:11]2[CH:12]=[C:13]([F:15])[CH:14]=[C:9]([C:3]3[C:2]([Cl:1])=[CH:7][CH:6]=[CH:5][C:4]=3[Cl:8])[C:10]=2[O:18]1)=[O:37])[CH3:26]. The yield is 0.300. (2) The product is [C:17]([C:12]1[CH:13]=[C:14]2[C:9](=[C:10]([F:21])[CH:11]=1)[C:8](=[O:22])[N:7]([CH2:6][C:5]1[CH:23]=[C:24]([CH2:25][OH:26])[C:2]([C:34]3[CH:33]=[CH:32][N:31]=[C:30]([O:29][CH3:28])[CH:35]=3)=[CH:3][C:4]=1[F:27])[N:16]=[CH:15]2)([CH3:20])([CH3:18])[CH3:19]. The yield is 0.950. The catalyst is O1CCOCC1.C1C=CC(/C=C/C(/C=C/C2C=CC=CC=2)=O)=CC=1.C1C=CC(/C=C/C(/C=C/C2C=CC=CC=2)=O)=CC=1.C1C=CC(/C=C/C(/C=C/C2C=CC=CC=2)=O)=CC=1.[Pd].[Pd].C1(P(C2CCCCC2)C2CCCCC2)CCCCC1. The reactants are Br[C:2]1[C:24]([CH2:25][OH:26])=[CH:23][C:5]([CH2:6][N:7]2[N:16]=[CH:15][C:14]3[C:9](=[C:10]([F:21])[CH:11]=[C:12]([C:17]([CH3:20])([CH3:19])[CH3:18])[CH:13]=3)[C:8]2=[O:22])=[C:4]([F:27])[CH:3]=1.[CH3:28][O:29][C:30]1[CH:35]=[C:34](B(O)O)[CH:33]=[CH:32][N:31]=1.C([O-])([O-])=O.[K+].[K+].